This data is from Full USPTO retrosynthesis dataset with 1.9M reactions from patents (1976-2016). The task is: Predict the reactants needed to synthesize the given product. (1) Given the product [S:9]1[C:5]2[CH:4]=[C:3]([OH:2])[CH:8]=[CH:7][C:6]=2[CH:18]=[CH:17]1, predict the reactants needed to synthesize it. The reactants are: C[O:2][C:3]1[CH:4]=[C:5]([SH:9])[CH:6]=[CH:7][CH:8]=1.C(=O)([O-])[O-].[K+].[K+].Br[CH2:17][CH:18](OCC)OCC.[B-](Br)(Br)(Br)[S+](C)C. (2) Given the product [F:1][C:2]1[CH:9]=[C:8]([F:10])[CH:7]=[CH:6][C:3]=1[CH:4]([OH:5])[CH:11]=[CH2:12], predict the reactants needed to synthesize it. The reactants are: [F:1][C:2]1[CH:9]=[C:8]([F:10])[CH:7]=[CH:6][C:3]=1[CH:4]=[O:5].[CH:11]([Mg]Cl)=[CH2:12].